Dataset: Full USPTO retrosynthesis dataset with 1.9M reactions from patents (1976-2016). Task: Predict the reactants needed to synthesize the given product. (1) Given the product [O:17]([CH:24]1[CH2:29][CH2:28][N:27]([CH2:2][C:3]([NH:5][C:6]2[CH:16]=[CH:15][C:9]3[NH:10][C:11](=[O:14])[CH2:12][O:13][C:8]=3[CH:7]=2)=[O:4])[CH2:26][CH2:25]1)[C:18]1[CH:19]=[CH:20][CH:21]=[CH:22][CH:23]=1, predict the reactants needed to synthesize it. The reactants are: Cl[CH2:2][C:3]([NH:5][C:6]1[CH:16]=[CH:15][C:9]2[NH:10][C:11](=[O:14])[CH2:12][O:13][C:8]=2[CH:7]=1)=[O:4].[O:17]([CH:24]1[CH2:29][CH2:28][NH:27][CH2:26][CH2:25]1)[C:18]1[CH:23]=[CH:22][CH:21]=[CH:20][CH:19]=1. (2) Given the product [CH3:47][S:48]([OH:51])(=[O:50])=[O:49].[CH3:47][S:48]([OH:51])(=[O:50])=[O:49].[CH3:45][O:44][C:34]1[CH:33]=[C:32]([C:29]2[CH:28]=[CH:27][C:26]([N:24]([CH3:25])[CH2:23][CH2:22][N:21]([C:18]3[CH:19]=[CH:20][C:15]([C:5]4[CH:4]=[C:3]([O:2][CH3:1])[C:8]([O:9][CH2:10][CH2:11][CH3:12])=[C:7]([O:13][CH3:14])[CH:6]=4)=[N:16][CH:17]=3)[CH3:46])=[CH:31][N:30]=2)[CH:37]=[C:36]([O:38][CH3:39])[C:35]=1[O:40][CH2:41][CH2:42][CH3:43], predict the reactants needed to synthesize it. The reactants are: [CH3:1][O:2][C:3]1[CH:4]=[C:5]([C:15]2[CH:20]=[CH:19][C:18]([N:21]([CH3:46])[CH2:22][CH2:23][N:24]([C:26]3[CH:27]=[CH:28][C:29]([C:32]4[CH:37]=[C:36]([O:38][CH3:39])[C:35]([O:40][CH2:41][CH2:42][CH3:43])=[C:34]([O:44][CH3:45])[CH:33]=4)=[N:30][CH:31]=3)[CH3:25])=[CH:17][N:16]=2)[CH:6]=[C:7]([O:13][CH3:14])[C:8]=1[O:9][CH2:10][CH2:11][CH3:12].[CH3:47][S:48]([OH:51])(=[O:50])=[O:49]. (3) Given the product [N+:10]([C:7]1[CH:6]=[CH:5][C:4]([C:2]2([CH3:1])[O:26][CH2:25][CH2:24][O:3]2)=[CH:9][CH:8]=1)([O-:12])=[O:11], predict the reactants needed to synthesize it. The reactants are: [CH3:1][C:2]([C:4]1[CH:9]=[CH:8][C:7]([N+:10]([O-:12])=[O:11])=[CH:6][CH:5]=1)=[O:3].C1(C)C=CC(S(O)(=O)=O)=CC=1.[CH2:24](O)[CH2:25][OH:26]. (4) Given the product [CH3:31][O:30][C:28](=[O:29])[CH:27]([NH:26][C:18]([C@H:13]1[CH2:12][N:11]([C:9]([O:8][CH2:1][C:2]2[CH:3]=[CH:4][CH:5]=[CH:6][CH:7]=2)=[O:10])[C@@H:16]([CH3:17])[CH2:15][CH2:14]1)=[O:20])[C:32](=[O:34])[CH3:33], predict the reactants needed to synthesize it. The reactants are: [CH2:1]([O:8][C:9]([N:11]1[C@@H:16]([CH3:17])[CH2:15][CH2:14][C@@H:13]([C:18]([OH:20])=O)[CH2:12]1)=[O:10])[C:2]1[CH:7]=[CH:6][CH:5]=[CH:4][CH:3]=1.O=S(Cl)Cl.Cl.[NH2:26][CH:27]([C:32](=[O:34])[CH3:33])[C:28]([O:30][CH3:31])=[O:29].CCN(C(C)C)C(C)C.C(C1(C2C=CC=CC=2C(O)=O)CC1)#N. (5) Given the product [N+:1]([C:4]1[CH:16]=[CH:15][C:7]([O:8][C:9]([CH3:14])([CH3:13])[C:10]([NH2:27])=[O:11])=[CH:6][CH:5]=1)([O-:3])=[O:2], predict the reactants needed to synthesize it. The reactants are: [N+:1]([C:4]1[CH:16]=[CH:15][C:7]([O:8][C:9]([CH3:14])([CH3:13])[C:10](O)=[O:11])=[CH:6][CH:5]=1)([O-:3])=[O:2].ClC(OCC(C)C)=O.C([N:27](CC)CC)C.N. (6) Given the product [CH3:36][O:35][C:30]1[C:29]([C:26]2[CH:27]=[CH:28][C:23]([C:20]3([C:17]4[N:13]5[CH2:14][CH2:15][S:16][C:10]([CH2:9][OH:8])([CH3:37])[CH2:11][C:12]5=[N:19][N:18]=4)[CH2:21][CH2:22]3)=[CH:24][CH:25]=2)=[CH:34][CH:33]=[CH:32][N:31]=1, predict the reactants needed to synthesize it. The reactants are: [Si]([O:8][CH2:9][C:10]1([CH3:37])[S:16][CH2:15][CH2:14][N:13]2[C:17]([C:20]3([C:23]4[CH:28]=[CH:27][C:26]([C:29]5[C:30]([O:35][CH3:36])=[N:31][CH:32]=[CH:33][CH:34]=5)=[CH:25][CH:24]=4)[CH2:22][CH2:21]3)=[N:18][N:19]=[C:12]2[CH2:11]1)(C(C)(C)C)(C)C.Cl.